Dataset: Peptide-MHC class I binding affinity with 185,985 pairs from IEDB/IMGT. Task: Regression. Given a peptide amino acid sequence and an MHC pseudo amino acid sequence, predict their binding affinity value. This is MHC class I binding data. The MHC is HLA-A02:03 with pseudo-sequence HLA-A02:03. The peptide sequence is EVQLVESGGGL. The binding affinity (normalized) is 0.110.